From a dataset of Reaction yield outcomes from USPTO patents with 853,638 reactions. Predict the reaction yield, written as a fraction of the theoretical maximum amount of product (1.0 means a 100% yield; for example, 0.34 means a 34% yield). (1) The reactants are [Cl:1][C:2]1[CH:3]=[C:4]([CH:7]=[CH:8][C:9]=1[CH2:10][CH:11]1[CH2:15][CH2:14][N:13]([CH:16]2[CH2:21][CH2:20][CH2:19][CH2:18][CH2:17]2)[C:12]1=[O:22])[C:5]#N.[C:23]1([Mg]Br)[CH:28]=[CH:27][CH:26]=[CH:25][CH:24]=1.C1C[O:34]CC1. No catalyst specified. The product is [C:5]([C:4]1[CH:7]=[CH:8][C:9]([CH2:10][CH:11]2[CH2:15][CH2:14][N:13]([CH:16]3[CH2:21][CH2:20][CH2:19][CH2:18][CH2:17]3)[C:12]2=[O:22])=[C:2]([Cl:1])[CH:3]=1)(=[O:34])[C:23]1[CH:28]=[CH:27][CH:26]=[CH:25][CH:24]=1. The yield is 0.0900. (2) The reactants are C(Cl)(Cl)Cl.[Cl:5][C:6]1[CH:7]=[C:8]([C:13]2(Cl)[CH:17]([OH:18])[C:16]([C:19]([CH3:21])=[O:20])=[C:15](Cl)[S:14]2)[CH:9]=[CH:10][C:11]=1[Cl:12].S(Cl)(Cl)(=O)=O.O. The catalyst is CC(O)C. The product is [Cl:5][C:6]1[CH:7]=[C:8]([C:13]2[S:14][CH:15]=[C:16]([C:19]([CH3:21])=[O:20])[C:17]=2[OH:18])[CH:9]=[CH:10][C:11]=1[Cl:12]. The yield is 0.510. (3) The reactants are Br[C:2]1([Br:10])[CH:9]2[CH:3]1[CH2:4][CH2:5][CH2:6][CH2:7][CH2:8]2.[C:11]([O:15][CH3:16])(=[O:14])[CH2:12][OH:13].[Al]. The catalyst is C1(C)C=CC=CC=1.Cl([O-])(=O)(=O)=O.[Ag+]. The product is [Br:10][C:2]1[CH:3]([CH:12]([OH:13])[C:11]([O:15][CH3:16])=[O:14])[CH2:4][CH2:5][CH2:6][CH2:7][CH2:8][CH:9]=1. The yield is 0.650. (4) The reactants are [CH3:1][O:2][C:3]1[C:8]([O:9][CH3:10])=[C:7]([O:11][CH3:12])[C:6]([O:13][CH3:14])=[CH:5][C:4]=1[CH3:15].[CH3:16][O:17]C(Cl)Cl.O. The catalyst is C(Cl)Cl.CCOC(C)=O.Cl[Ti](Cl)(Cl)Cl. The product is [CH3:15][C:4]1[C:5]([CH:16]=[O:17])=[C:6]([O:13][CH3:14])[C:7]([O:11][CH3:12])=[C:8]([O:9][CH3:10])[C:3]=1[O:2][CH3:1]. The yield is 0.890. (5) The reactants are [CH3:1][O:2][C:3]([C:5]1[CH:6]=[C:7]2[CH:13]=[CH:12][N:11]([Si](C(C)C)(C(C)C)C(C)C)[C:8]2=[N:9][CH:10]=1)=[O:4].[F-].C([N+](CCCC)(CCCC)CCCC)CCC. The catalyst is O1CCCC1. The product is [CH3:1][O:2][C:3]([C:5]1[CH:6]=[C:7]2[CH:13]=[CH:12][NH:11][C:8]2=[N:9][CH:10]=1)=[O:4]. The yield is 0.600.